Dataset: Reaction yield outcomes from USPTO patents with 853,638 reactions. Task: Predict the reaction yield, written as a fraction of the theoretical maximum amount of product (1.0 means a 100% yield; for example, 0.34 means a 34% yield). (1) The reactants are C[O:2][C:3](=O)[C:4]1[C:9]([Cl:10])=[CH:8][C:7]([Cl:11])=[CH:6][C:5]=1[NH:12][C:13](=[O:27])[CH:14]([C:16]1[CH:21]=[CH:20][C:19]([O:22][CH3:23])=[C:18]([N+:24]([O-:26])=[O:25])[CH:17]=1)[CH3:15].[Li+].C[Si]([N-][Si](C)(C)C)(C)C.ClCCl. The catalyst is CO. The product is [Cl:10][C:9]1[CH:8]=[C:7]([Cl:11])[CH:6]=[C:5]2[C:4]=1[C:3](=[O:2])[C:14]([C:16]1[CH:21]=[CH:20][C:19]([O:22][CH3:23])=[C:18]([N+:24]([O-:26])=[O:25])[CH:17]=1)([CH3:15])[C:13](=[O:27])[NH:12]2. The yield is 0.710. (2) The reactants are [CH3:1][N:2]1[C:10]([CH:11]=O)=[N:9][C:8]2[C:3]1=[N:4][C:5]([N:19]1[C:23]3[CH:24]=[CH:25][CH:26]=[CH:27][C:22]=3[N:21]=[C:20]1[CH3:28])=[N:6][C:7]=2[N:13]1[CH2:18][CH2:17][O:16][CH2:15][CH2:14]1.[CH3:29][N:30]([CH3:39])[C:31]([CH:33]1[CH2:38][CH2:37][NH:36][CH2:35][CH2:34]1)=[O:32].C(O[BH-](OC(=O)C)OC(=O)C)(=O)C.[Na+]. The catalyst is ClCCCl. The product is [CH3:29][N:30]([CH3:39])[C:31]([CH:33]1[CH2:34][CH2:35][N:36]([CH2:11][C:10]2[N:2]([CH3:1])[C:3]3[C:8]([N:9]=2)=[C:7]([N:13]2[CH2:14][CH2:15][O:16][CH2:17][CH2:18]2)[N:6]=[C:5]([N:19]2[C:23]4[CH:24]=[CH:25][CH:26]=[CH:27][C:22]=4[N:21]=[C:20]2[CH3:28])[N:4]=3)[CH2:37][CH2:38]1)=[O:32]. The yield is 0.510. (3) The reactants are [OH:1][C:2]1[CH:14]=[CH:13][C:12]2[C:11]3[C:6](=[CH:7][CH:8]=[CH:9][CH:10]=3)[NH:5][C:4]=2[C:3]=1[O:15][CH2:16][CH2:17][CH2:18][N:19]([C:24]1[CH:29]=[CH:28][C:27]([O:30][CH2:31][CH2:32][CH:33]([C:36]#[N:37])[CH2:34][CH3:35])=[CH:26][CH:25]=1)[CH2:20][CH:21]([CH3:23])[CH3:22].C(=O)([O-])[O-:39].[K+].[K+].OO. The catalyst is CS(C)=O. The product is [OH:1][C:2]1[CH:14]=[CH:13][C:12]2[C:11]3[C:6](=[CH:7][CH:8]=[CH:9][CH:10]=3)[NH:5][C:4]=2[C:3]=1[O:15][CH2:16][CH2:17][CH2:18][N:19]([C:24]1[CH:29]=[CH:28][C:27]([O:30][CH2:31][CH2:32][CH:33]([C:36](=[O:39])[NH2:37])[CH2:34][CH3:35])=[CH:26][CH:25]=1)[CH2:20][CH:21]([CH3:22])[CH3:23]. The yield is 0.670.